Task: Predict the reactants needed to synthesize the given product.. Dataset: Full USPTO retrosynthesis dataset with 1.9M reactions from patents (1976-2016) (1) Given the product [CH3:35][O:34][C:32](=[O:33])[C:29]1[CH:28]=[CH:27][C:26]([CH:25]=[CH:24][CH:18]([C:15]2[CH:16]=[C:17]3[C:12]([C:11]([CH3:37])([CH3:36])[CH2:10][CH2:9][NH:8]3)=[CH:13][CH:14]=2)[CH2:19][CH2:20][CH2:21][CH2:22][CH3:23])=[CH:31][CH:30]=1, predict the reactants needed to synthesize it. The reactants are: C(OC([N:8]1[C:17]2[C:12](=[CH:13][CH:14]=[C:15]([CH:18]([CH:24]=[CH:25][C:26]3[CH:31]=[CH:30][C:29]([C:32]([O:34][CH3:35])=[O:33])=[CH:28][CH:27]=3)[CH2:19][CH2:20][CH2:21][CH2:22][CH3:23])[CH:16]=2)[C:11]([CH3:37])([CH3:36])[CH2:10][CH2:9]1)=O)(C)(C)C.FC(F)(F)C(O)=O. (2) The reactants are: [Cl:1][C:2]1[CH:3]=[C:4]([OH:21])[C:5]([NH:8]S(CC2C=C(Cl)C=C(Cl)C=2)(=O)=O)=[N:6][CH:7]=1.[F:22][C:23]1[CH:24]=[C:25]([CH2:30][S:31](Cl)(=[O:33])=[O:32])[CH:26]=[CH:27][C:28]=1[F:29].ClC1C=C(CS(Cl)(=O)=O)C=C(Cl)C=1.S(Cl)(Cl)(=O)=O. Given the product [Cl:1][C:2]1[CH:3]=[C:4]([OH:21])[C:5]([NH:8][S:31]([CH2:30][C:25]2[CH:26]=[CH:27][C:28]([F:29])=[C:23]([F:22])[CH:24]=2)(=[O:33])=[O:32])=[N:6][CH:7]=1, predict the reactants needed to synthesize it. (3) Given the product [CH3:25][O:24][C:22]([C:20]1[N:21]=[C:17]([N:10]2[C:11]3[CH:16]=[CH:15][CH:14]=[CH:13][C:12]=3[N:8]([CH2:7][C:6]([OH:27])=[O:5])[C:9]2=[O:26])[S:18][CH:19]=1)=[O:23], predict the reactants needed to synthesize it. The reactants are: C([O:5][C:6](=[O:27])[CH2:7][N:8]1[C:12]2[CH:13]=[CH:14][CH:15]=[CH:16][C:11]=2[N:10]([C:17]2[S:18][CH:19]=[C:20]([C:22]([O:24][CH3:25])=[O:23])[N:21]=2)[C:9]1=[O:26])(C)(C)C.Cl. (4) Given the product [CH2:1]([NH:8][C:9]([C:11]1[S:15][C:14]([NH:16][C:17]([O:19][C:20]([CH3:21])([CH3:23])[CH3:22])=[O:18])=[N:13][C:12]=1[CH2:24][Br:25])=[O:10])[C:2]1[CH:3]=[CH:4][CH:5]=[CH:6][CH:7]=1, predict the reactants needed to synthesize it. The reactants are: [CH2:1]([NH:8][C:9]([C:11]1[S:15][C:14]([NH:16][C:17]([O:19][C:20]([CH3:23])([CH3:22])[CH3:21])=[O:18])=[N:13][C:12]=1[CH3:24])=[O:10])[C:2]1[CH:7]=[CH:6][CH:5]=[CH:4][CH:3]=1.[Br:25]N1C(=O)CCC1=O. (5) Given the product [Cl:1][C:2]1[CH:7]=[CH:6][C:5]([CH:8]([C:23]2[CH:28]=[CH:27][C:26]([S:29]([CH3:32])(=[O:30])=[O:31])=[CH:25][CH:24]=2)[CH2:9]/[C:10](/[C:12]2[CH:13]=[CH:14][C:15](=[O:22])[N:16]([CH2:18][C:19]([NH2:21])=[O:20])[CH:17]=2)=[N:35]\[OH:36])=[C:4]([CH3:33])[CH:3]=1, predict the reactants needed to synthesize it. The reactants are: [Cl:1][C:2]1[CH:7]=[CH:6][C:5]([CH:8]([C:23]2[CH:28]=[CH:27][C:26]([S:29]([CH3:32])(=[O:31])=[O:30])=[CH:25][CH:24]=2)[CH2:9][C:10]([C:12]2[CH:13]=[CH:14][C:15](=[O:22])[N:16]([CH2:18][C:19]([NH2:21])=[O:20])[CH:17]=2)=O)=[C:4]([CH3:33])[CH:3]=1.Cl.[NH2:35][OH:36].C(=O)([O-])O.[Na+].